This data is from HIV replication inhibition screening data with 41,000+ compounds from the AIDS Antiviral Screen. The task is: Binary Classification. Given a drug SMILES string, predict its activity (active/inactive) in a high-throughput screening assay against a specified biological target. (1) The molecule is Nc1nc(Cl)c2ncn(C3OC(CO)CC3F)c2n1. The result is 0 (inactive). (2) The compound is CCCN(CCC)C(=O)Cc1c2n(c3ccccc13)Cc1ccccc1-2. The result is 0 (inactive). (3) The result is 0 (inactive). The molecule is CC1=CC(=O)NCCN1C. (4) The drug is Cc1c(C(c2[nH]c3ccccc3c2C)c2[nH]c3ccccc3c2C)[nH]c2ccccc12. The result is 0 (inactive). (5) The compound is CC(=O)Nc1ccc(NNc2cc(=O)n(C)c(=O)[nH]2)cc1. The result is 0 (inactive).